This data is from Full USPTO retrosynthesis dataset with 1.9M reactions from patents (1976-2016). The task is: Predict the reactants needed to synthesize the given product. (1) Given the product [I:23][C:7]1[C:6]2[C:10](=[CH:11][CH:12]=[C:4]([O:3][C:2]([F:17])([F:16])[F:1])[CH:5]=2)[NH:9][N:8]=1, predict the reactants needed to synthesize it. The reactants are: [F:1][C:2]([F:17])([F:16])[O:3][C:4]1[CH:5]=[C:6]2[C:10](=[CH:11][CH:12]=1)[NH:9][N:8]=[C:7]2C(O)=O.C(=O)(O)[O-].[Na+].[I-:23].[Na+].II. (2) Given the product [N:27]1([CH2:26][CH2:25][O:24][C:17]2[C:18]3[C:23](=[CH:22][CH:21]=[CH:20][CH:19]=3)[C:14]([NH:13][C:11](=[O:12])[C:10]3[CH:33]=[CH:34][C:7]([N:6]4[C:2]([C:41]([F:42])([F:44])[F:43])=[CH:3][C:4]([C:35]5[CH:36]=[N:37][CH:38]=[CH:39][CH:40]=5)=[N:5]4)=[N:8][CH:9]=3)=[CH:15][CH:16]=2)[CH2:28][CH2:29][CH2:45][CH2:31][CH2:32]1, predict the reactants needed to synthesize it. The reactants are: O[C:2]1([C:41]([F:44])([F:43])[F:42])[N:6]([C:7]2[CH:34]=[CH:33][C:10]([C:11]([NH:13][C:14]3[C:23]4[C:18](=[CH:19][CH:20]=[CH:21][CH:22]=4)[C:17]([O:24][CH2:25][CH2:26][N:27]4[CH2:32][CH2:31]O[CH2:29][CH2:28]4)=[CH:16][CH:15]=3)=[O:12])=[CH:9][N:8]=2)[N:5]=[C:4]([C:35]2[CH:36]=[N:37][CH:38]=[CH:39][CH:40]=2)[CH2:3]1.[C:45](O)(=O)C.